From a dataset of Catalyst prediction with 721,799 reactions and 888 catalyst types from USPTO. Predict which catalyst facilitates the given reaction. (1) Reactant: [F:1][C:2]1[CH:7]=[CH:6][C:5]([C:8]([OH:24])([CH2:21][CH:22]=[CH2:23])[CH2:9][CH2:10][NH:11][C@H:12]([C:14]2[CH:19]=[CH:18][CH:17]=[C:16]([F:20])[CH:15]=2)[CH3:13])=[CH:4][CH:3]=1.CCN(CC)CC.Cl[C:33](Cl)([O:35]C(=O)OC(Cl)(Cl)Cl)Cl. Product: [CH2:21]([C@@:8]1([C:5]2[CH:4]=[CH:3][C:2]([F:1])=[CH:7][CH:6]=2)[O:24][C:33](=[O:35])[N:11]([C@H:12]([C:14]2[CH:19]=[CH:18][CH:17]=[C:16]([F:20])[CH:15]=2)[CH3:13])[CH2:10][CH2:9]1)[CH:22]=[CH2:23]. The catalyst class is: 2. (2) Product: [C:34]([S:1][CH2:2][CH2:3][N:4]([CH2:19][CH2:20][C:21]1[CH:22]=[CH:23][CH:24]=[CH:25][CH:26]=1)[C:5](=[O:18])[NH:6][C@@H:7]([CH3:17])[C:8]([N:10]1[CH2:11][CH2:12][N:13]([CH3:16])[CH2:14][CH2:15]1)=[O:9])(=[O:41])[C:35]1[CH:40]=[CH:39][CH:38]=[CH:37][CH:36]=1. The catalyst class is: 22. Reactant: [SH:1][CH2:2][CH2:3][N:4]([CH2:19][CH2:20][C:21]1[CH:26]=[CH:25][CH:24]=[CH:23][CH:22]=1)[C:5](=[O:18])[NH:6][C@@H:7]([CH3:17])[C:8]([N:10]1[CH2:15][CH2:14][N:13]([CH3:16])[CH2:12][CH2:11]1)=[O:9].C(N(CC)CC)C.[C:34](Cl)(=[O:41])[C:35]1[CH:40]=[CH:39][CH:38]=[CH:37][CH:36]=1. (3) Reactant: [F:1][C:2]1[CH:3]=[C:4]([S:8]([N:11]2[C:15]([C:16]3[C:17]([F:22])=[N:18][CH:19]=[CH:20][CH:21]=3)=[CH:14][C:13]([CH2:23][N:24](C)[C:25](=O)OC(C)(C)C)=[CH:12]2)(=[O:10])=[O:9])[CH:5]=[CH:6][CH:7]=1.C(OCC)(=O)C.[ClH:39]. Product: [ClH:39].[F:1][C:2]1[CH:3]=[C:4]([S:8]([N:11]2[C:15]([C:16]3[C:17]([F:22])=[N:18][CH:19]=[CH:20][CH:21]=3)=[CH:14][C:13]([CH2:23][NH:24][CH3:25])=[CH:12]2)(=[O:9])=[O:10])[CH:5]=[CH:6][CH:7]=1. The catalyst class is: 8. (4) Reactant: [CH3:1][O:2][CH2:3][C:4]1[CH:5]=[CH:6][C:7]([N+:11]([O-])=O)=[C:8]([OH:10])[CH:9]=1.[H][H]. Product: [NH2:11][C:7]1[CH:6]=[CH:5][C:4]([CH2:3][O:2][CH3:1])=[CH:9][C:8]=1[OH:10]. The catalyst class is: 867. (5) Reactant: [CH3:1][C:2]1[C:11]2[C:6](=[CH:7][CH:8]=[CH:9][CH:10]=2)[C:5]([C:12](Cl)=[O:13])=[CH:4][CH:3]=1.[CH:15]1[CH:23]=[CH:22][CH:21]=[C:20]2[C:16]=1[CH:17]=[C:18]1[CH2:27][CH2:26][CH2:25][CH2:24][N:19]12.[Cl-].[Cl-].C([Al+2])C. Product: [CH3:1][C:2]1[C:11]2[C:6](=[CH:7][CH:8]=[CH:9][CH:10]=2)[C:5]([C:12]([C:17]2[C:16]3[C:20](=[CH:21][CH:22]=[CH:23][CH:15]=3)[N:19]3[CH2:24][CH2:25][CH2:26][CH2:27][C:18]=23)=[O:13])=[CH:4][CH:3]=1. The catalyst class is: 2. (6) Reactant: C[O:2][C:3]([C:5]1[S:6][C:7]([C:10]2[CH:15]=[CH:14][N:13]=[CH:12][CH:11]=2)=[CH:8][CH:9]=1)=[O:4].CO.[Li+].[OH-]. Product: [N:13]1[CH:12]=[CH:11][C:10]([C:7]2[S:6][C:5]([C:3]([OH:4])=[O:2])=[CH:9][CH:8]=2)=[CH:15][CH:14]=1. The catalyst class is: 20. (7) Product: [Si:25]([O:10][C:7]1[CH:8]=[C:9]2[C:4]([CH:3]=[N:2][NH:1]2)=[CH:5][CH:6]=1)([C:22]([CH3:24])([CH3:23])[CH3:21])([C:32]1[CH:33]=[CH:34][CH:35]=[CH:36][CH:37]=1)[C:26]1[CH:31]=[CH:30][CH:29]=[CH:28][CH:27]=1. Reactant: [NH:1]1[C:9]2[C:4](=[CH:5][CH:6]=[C:7]([OH:10])[CH:8]=2)[CH:3]=[N:2]1.CN(C=O)C.N1C=CN=C1.[CH3:21][C:22]([Si:25](Cl)([C:32]1[CH:37]=[CH:36][CH:35]=[CH:34][CH:33]=1)[C:26]1[CH:31]=[CH:30][CH:29]=[CH:28][CH:27]=1)([CH3:24])[CH3:23]. The catalyst class is: 84.